This data is from Cav3 T-type calcium channel HTS with 100,875 compounds. The task is: Binary Classification. Given a drug SMILES string, predict its activity (active/inactive) in a high-throughput screening assay against a specified biological target. (1) The result is 0 (inactive). The compound is Fc1c(NC(=O)N2CCN(CC2)c2ncccn2)ccc(F)c1. (2) The molecule is O(C(=O)c1ccc(Nc2nc(cc(c2C#N)C)C)cc1)CC. The result is 0 (inactive). (3) The drug is O=C(Nc1cc(ccc1)C)/C(=C\c1cccnc1)C#N. The result is 0 (inactive). (4) The compound is O=C(Nc1c(OC)ccc(c1)C)CCCCCCCC. The result is 0 (inactive). (5) The compound is O1N=C(CC1C(=O)Nc1ccc(cc1)C)c1cc(OC)c(OC)cc1. The result is 0 (inactive). (6) The molecule is O=C1CC(CC1)(c1ccccc1)C(O)=O. The result is 0 (inactive). (7) The result is 0 (inactive). The compound is O(c1cc(CNc2ccc(OC)cc2)ccc1OC)C.